From a dataset of Peptide-MHC class II binding affinity with 134,281 pairs from IEDB. Regression. Given a peptide amino acid sequence and an MHC pseudo amino acid sequence, predict their binding affinity value. This is MHC class II binding data. The peptide sequence is GVTYEIDLTNKN. The MHC is HLA-DPA10103-DPB10401 with pseudo-sequence HLA-DPA10103-DPB10401. The binding affinity (normalized) is 0.